Dataset: Full USPTO retrosynthesis dataset with 1.9M reactions from patents (1976-2016). Task: Predict the reactants needed to synthesize the given product. (1) Given the product [NH:23]1[C:31]2=[N:30][CH:29]=[CH:28][CH:27]=[C:26]2[C:25]([CH:32]=[C:14]2[O:13][C:12]([NH:11][C:4]3[CH:5]=[CH:6][C:7]([O:9][CH3:10])=[CH:8][C:3]=3[O:2][CH3:1])=[C:16]([C:17]([O:19][CH2:20][CH3:21])=[O:18])[C:15]2=[O:22])=[CH:24]1, predict the reactants needed to synthesize it. The reactants are: [CH3:1][O:2][C:3]1[CH:8]=[C:7]([O:9][CH3:10])[CH:6]=[CH:5][C:4]=1[NH:11][C:12]1[O:13][CH2:14][C:15](=[O:22])[C:16]=1[C:17]([O:19][CH2:20][CH3:21])=[O:18].[NH:23]1[C:31]2[C:26](=[CH:27][CH:28]=[CH:29][N:30]=2)[C:25]([CH:32]=O)=[CH:24]1.N1CCCCC1. (2) Given the product [CH3:14][S:15][C:2]1[CH:3]=[C:4]([CH:7]=[C:8]([C:10]([F:13])([F:12])[F:11])[CH:9]=1)[C:5]([NH2:6])=[O:18], predict the reactants needed to synthesize it. The reactants are: F[C:2]1[CH:3]=[C:4]([CH:7]=[C:8]([C:10]([F:13])([F:12])[F:11])[CH:9]=1)[C:5]#[N:6].[CH3:14][S-:15].[Na+].C[OH:18].ClCCl. (3) Given the product [CH3:1][N:2]1[C:8]([CH3:9])=[C:7]([CH3:11])[N:5]=[C:3]1[SH:4], predict the reactants needed to synthesize it. The reactants are: [CH3:1][NH:2][C:3]([NH2:5])=[S:4].O[CH:7]([CH3:11])[C:8](=O)[CH3:9].C(OCC)C. (4) Given the product [C:1]([C:3]1[CH:18]=[CH:17][C:6]([CH:7]2[N:20]3[N:19]=[CH:23][N:22]=[C:21]3[NH:24][C:14]([CH3:15])=[C:8]2[C:9]([O:11][CH2:12][CH3:13])=[O:10])=[CH:5][CH:4]=1)#[N:2], predict the reactants needed to synthesize it. The reactants are: [C:1]([C:3]1[CH:18]=[CH:17][C:6]([CH:7]=[C:8]([C:14](=O)[CH3:15])[C:9]([O:11][CH2:12][CH3:13])=[O:10])=[CH:5][CH:4]=1)#[N:2].[NH:19]1[CH:23]=[N:22][C:21]([NH2:24])=[N:20]1.C(=O)(O)[O-].[Na+]. (5) Given the product [CH3:1][O:2][C:3]1[CH:4]=[C:5]([C:9]2[C:10]([C:15]3[CH:20]=[CH:19][CH:18]=[CH:17][CH:16]=3)=[N:11][NH:12][C:13]=2[S:14][CH2:22][C:23]#[N:24])[CH:6]=[CH:7][CH:8]=1, predict the reactants needed to synthesize it. The reactants are: [CH3:1][O:2][C:3]1[CH:4]=[C:5]([CH:9]2[C:13](=[S:14])[NH:12][N:11]=[C:10]2[C:15]2[CH:20]=[CH:19][CH:18]=[CH:17][CH:16]=2)[CH:6]=[CH:7][CH:8]=1.Br[CH2:22][C:23]#[N:24].C([O-])([O-])=O.[K+].[K+].